From a dataset of NCI-60 drug combinations with 297,098 pairs across 59 cell lines. Regression. Given two drug SMILES strings and cell line genomic features, predict the synergy score measuring deviation from expected non-interaction effect. Drug 1: CC(CN1CC(=O)NC(=O)C1)N2CC(=O)NC(=O)C2. Drug 2: C(CCl)NC(=O)N(CCCl)N=O. Cell line: SK-OV-3. Synergy scores: CSS=9.28, Synergy_ZIP=-2.20, Synergy_Bliss=1.59, Synergy_Loewe=0.651, Synergy_HSA=0.318.